This data is from Full USPTO retrosynthesis dataset with 1.9M reactions from patents (1976-2016). The task is: Predict the reactants needed to synthesize the given product. (1) Given the product [CH2:1]([O:8][C:9]1[CH:14]=[CH:13][N:12]([C:15]2[NH:16][C:17]([C:21]([NH:25][CH2:26][C:27]3[CH:28]=[N:29][CH:30]=[CH:31][CH:32]=3)=[O:22])=[C:18]([CH3:20])[N:19]=2)[C:11](=[O:24])[CH:10]=1)[C:2]1[CH:7]=[CH:6][CH:5]=[CH:4][CH:3]=1, predict the reactants needed to synthesize it. The reactants are: [CH2:1]([O:8][C:9]1[CH:14]=[CH:13][N:12]([C:15]2[NH:16][C:17]([C:21](O)=[O:22])=[C:18]([CH3:20])[N:19]=2)[C:11](=[O:24])[CH:10]=1)[C:2]1[CH:7]=[CH:6][CH:5]=[CH:4][CH:3]=1.[NH2:25][CH2:26][C:27]1[CH:28]=[N:29][CH:30]=[CH:31][CH:32]=1. (2) Given the product [O:14]1[CH2:13][CH2:12][O:11][CH:10]1[C:7]1[CH:6]=[CH:5][C:4]([N:1]2[CH:20]=[C:19]([C:18]([O:17][CH2:15][CH3:16])=[O:21])[N:3]=[N:2]2)=[CH:9][CH:8]=1, predict the reactants needed to synthesize it. The reactants are: [N:1]([C:4]1[CH:9]=[CH:8][C:7]([CH:10]2[O:14][CH2:13][CH2:12][O:11]2)=[CH:6][CH:5]=1)=[N+:2]=[N-:3].[CH2:15]([O:17][C:18](=[O:21])[C:19]#[CH:20])[CH3:16].O=C1O[C@H]([C@H](CO)O)C([O-])=C1O.[Na+].